This data is from Experimentally validated miRNA-target interactions with 360,000+ pairs, plus equal number of negative samples. The task is: Binary Classification. Given a miRNA mature sequence and a target amino acid sequence, predict their likelihood of interaction. (1) The miRNA is mmu-miR-181c-3p with sequence ACCAUCGACCGUUGAGUGGACC. The protein sequence of the target gene is MASVFMCGVEDLLFSGSRFVWNLTVSTLRRWYTERLRACHQVLRTWCGLQDVYQMTEGRHCQVHLLDDRRLELLVQPKLLARELLDLVASHFNLKEKEYFGITFIDDTGQQNWLQLDHRVLDHDLPKKPGPTILHFAVRFYIESISFLKDKTTVELFFLNAKACVHKGQIEVESETIFKLAAFILQEAKGDYTSDENARKDLKTLPAFPTKTLQEHPSLAYCEDRVIEHYLKIKGLTRGQAVVQYMKIVEALPTYGVHYYAVKDKQGLPWWLGISYKGIGQYDIQDKVKPRKLFQWKQLE.... Result: 0 (no interaction). (2) The miRNA is hsa-miR-6735-3p with sequence AGGCCUGUGGCUCCUCCCUCAG. The protein sequence of the target gene is MLRVIVESASNIPKTKFGKPDPIVSVIFKDEKKKTKKVDNELNPVWNEILEFDLRGIPLDFSSSLGIIVKDFETIGQNKLIGTATVALKDLTGDQSRSLPYKLISLLNEKGQDTGATIDLVIGYDPPSAPHPNDLSGPSVPGMGGDGEEDEGDEDRLDNAVRGPGPKGPVGTVSEAQLARRLTKVKNSRRMLSNKPQDFQIRVRVIEGRQLSGNNIRPVVKVHVCGQTHRTRIKRGNNPFFDELFFYNVNMTPSELMDEIISIRVYNSHSLRADCLMGEFKIDVGFVYDEPGHAVMRKWL.... Result: 0 (no interaction). (3) The miRNA is hsa-miR-4496 with sequence GAGGAAACUGAAGCUGAGAGGG. The protein sequence of the target gene is MKKMSRNVLLQMEEEEDDDDGDIVLENLGQTIVPDLGSLESQHDFRTPEFEEFNGKPDSLFFNDGQRRIDFVLVYEDESRKETNKKGTNEKQRRKRQAYESNLICHGLQLEATRSVLDDKLVFVKVHAPWEVLCTYAEIMHIKLPLKPNDLKNRSSAFGTLNWFTKVLSVDESIIKPEQEFFTAPFEKNRMNDFYIVDRDAFFNPATRSRIVYFILSRVKYQVINNVSKFGINRLVNSGIYKAAFPLHDCKFRRQSEDPSCPNERYLLYREWAHPRSIYKKQPLDLIRKYYGEKIGIYFA.... Result: 0 (no interaction).